The task is: Predict the product of the given reaction.. This data is from Forward reaction prediction with 1.9M reactions from USPTO patents (1976-2016). (1) Given the reactants [Cl:1][C:2]1[N:7]=[CH:6][C:5]([S:8]([N:11]2[CH2:16][CH2:15][NH:14][C:13](=[O:17])[CH2:12]2)(=[O:10])=[O:9])=[CH:4][CH:3]=1.C(N(CC)CC)C.[CH3:25][C:26]([O:29][C:30](O[C:30]([O:29][C:26]([CH3:28])([CH3:27])[CH3:25])=[O:31])=[O:31])([CH3:28])[CH3:27].Cl.[NH4+].[Cl-], predict the reaction product. The product is: [Cl:1][C:2]1[N:7]=[CH:6][C:5]([S:8]([N:11]2[CH2:16][CH2:15][N:14]([C:30]([O:29][C:26]([CH3:28])([CH3:27])[CH3:25])=[O:31])[C:13](=[O:17])[CH2:12]2)(=[O:9])=[O:10])=[CH:4][CH:3]=1. (2) Given the reactants C(OC([NH:8][CH2:9][CH2:10][C@H:11]([C:13]1[CH:14]=[C:15]([CH:30]=[CH:31][CH:32]=1)[O:16][CH2:17][C@@H:18]1[CH2:22][CH2:21][CH2:20][N:19]1C(OC(C)(C)C)=O)[OH:12])=O)(C)(C)C.Cl.O1CCOCC1, predict the reaction product. The product is: [NH2:8][CH2:9][CH2:10][C@H:11]([C:13]1[CH:32]=[CH:31][CH:30]=[C:15]([O:16][CH2:17][C@@H:18]2[CH2:22][CH2:21][CH2:20][NH:19]2)[CH:14]=1)[OH:12].